This data is from Full USPTO retrosynthesis dataset with 1.9M reactions from patents (1976-2016). The task is: Predict the reactants needed to synthesize the given product. (1) Given the product [Cl:16][CH2:12][C:10]1[CH:9]=[CH:8][C:3]([C:4]([NH:6][CH3:7])=[O:5])=[C:2]([F:1])[CH:11]=1, predict the reactants needed to synthesize it. The reactants are: [F:1][C:2]1[CH:11]=[C:10]([CH2:12]O)[CH:9]=[CH:8][C:3]=1[C:4]([NH:6][CH3:7])=[O:5].S(Cl)([Cl:16])=O.C(=O)(O)[O-].[Na+]. (2) Given the product [F:24][C:23]1[CH:22]=[CH:21][CH:20]=[C:19]([F:25])[C:18]=1[CH2:17][N:10]1[CH2:9][C@H:8]([CH2:11][CH:12]([CH3:14])[CH3:13])[NH:7][C:6](=[O:15])[C@@H:5]1[CH2:1][CH:2]([CH3:4])[CH3:3], predict the reactants needed to synthesize it. The reactants are: [CH2:1]([C@@H:5]1[NH:10][CH2:9][C@H:8]([CH2:11][CH:12]([CH3:14])[CH3:13])[NH:7][C:6]1=[O:15])[CH:2]([CH3:4])[CH3:3].Br[CH2:17][C:18]1[C:23]([F:24])=[CH:22][CH:21]=[CH:20][C:19]=1[F:25].FC1C=CC(CN2C[C@H](CC(C)C)NC(=O)[C@@H]2CC(C)C)=C(C(F)(F)F)C=1. (3) Given the product [CH2:1]([C:8]1[S:9][C:10]([CH3:31])=[C:11]([CH3:30])[C:12]=1[C:13]([C:15]1[CH:20]=[C:19]([C:21]2[CH:22]=[CH:23][CH:24]=[CH:25][CH:26]=2)[C:18]([OH:27])=[C:17]([CH3:29])[CH:16]=1)=[O:14])[C:2]1[CH:3]=[CH:4][CH:5]=[CH:6][CH:7]=1, predict the reactants needed to synthesize it. The reactants are: [CH2:1]([C:8]1[S:9][C:10]([CH3:31])=[C:11]([CH3:30])[C:12]=1[C:13]([C:15]1[CH:20]=[C:19]([C:21]2[CH:26]=[CH:25][CH:24]=[CH:23][CH:22]=2)[C:18]([O:27]C)=[C:17]([CH3:29])[CH:16]=1)=[O:14])[C:2]1[CH:7]=[CH:6][CH:5]=[CH:4][CH:3]=1.B(Br)(Br)Br.C(Cl)Cl.